Dataset: Reaction yield outcomes from USPTO patents with 853,638 reactions. Task: Predict the reaction yield, written as a fraction of the theoretical maximum amount of product (1.0 means a 100% yield; for example, 0.34 means a 34% yield). (1) The reactants are [CH2:1]([C:5]1[N:13]=[C:12]([C:14]([F:17])([F:16])[F:15])[N:11]=[C:10]2[C:6]=1[NH:7][CH:8]=[N:9]2)[CH2:2][CH2:3][CH3:4].Br[CH:19]1[CH2:23][CH2:22][CH2:21][CH2:20]1.C(=O)([O-])[O-].[K+].[K+]. The catalyst is CN(C)C=O. The product is [CH2:1]([C:5]1[N:13]=[C:12]([C:14]([F:15])([F:16])[F:17])[N:11]=[C:10]2[C:6]=1[N:7]=[CH:8][N:9]2[CH:19]1[CH2:23][CH2:22][CH2:21][CH2:20]1)[CH2:2][CH2:3][CH3:4]. The yield is 0.600. (2) The reactants are [H-].[Na+].[C:3]([O:9][CH3:10])(=[O:8])[CH2:4][C:5]([CH3:7])=[O:6].Cl[CH2:12][C:13]1[CH:14]=[C:15]([C:19]#[N:20])[CH:16]=[N:17][CH:18]=1.Cl. The catalyst is COCCOC.[I-].C([N+](CCCC)(CCCC)CCCC)CCC.O. The product is [C:19]([C:15]1[CH:14]=[C:13]([CH2:12][CH:4]([C:5](=[O:6])[CH3:7])[C:3]([O:9][CH3:10])=[O:8])[CH:18]=[N:17][CH:16]=1)#[N:20]. The yield is 0.570. (3) The reactants are C(=O)([O-])[O-].[Cs+].[Cs+].Cl[CH2:8][CH2:9][O:10][CH:11]1[CH2:16][CH2:15][CH2:14][CH2:13][O:12]1.[OH:17][C:18]1[CH:19]=[CH:20][C:21]([N:24]2[CH:28]=[CH:27][C:26]([CH:29]([C:31]3[CH:48]=[CH:47][C:34]4[N:35]([CH2:39][O:40][CH2:41][CH2:42][Si:43]([CH3:46])([CH3:45])[CH3:44])[C:36](=[O:38])[S:37][C:33]=4[CH:32]=3)[CH3:30])=[N:25]2)=[N:22][CH:23]=1.C1CCCCC1. The catalyst is C(#N)C.O. The product is [O:12]1[CH2:13][CH2:14][CH2:15][CH2:16][CH:11]1[O:10][CH2:9][CH2:8][O:17][C:18]1[CH:19]=[CH:20][C:21]([N:24]2[CH:28]=[CH:27][C:26]([CH:29]([C:31]3[CH:48]=[CH:47][C:34]4[N:35]([CH2:39][O:40][CH2:41][CH2:42][Si:43]([CH3:46])([CH3:45])[CH3:44])[C:36](=[O:38])[S:37][C:33]=4[CH:32]=3)[CH3:30])=[N:25]2)=[N:22][CH:23]=1. The yield is 0.810.